From a dataset of Forward reaction prediction with 1.9M reactions from USPTO patents (1976-2016). Predict the product of the given reaction. (1) Given the reactants [Cl:1][C:2]1[CH:14]=[CH:13][C:5]([O:6][C@H:7]([CH3:12])[C:8]([O:10]C)=[O:9])=[CH:4][C:3]=1[CH2:15][N:16]1[C:24]2[C:19](=[CH:20][CH:21]=[C:22]([O:25][C:26]([F:29])([F:28])[F:27])[CH:23]=2)[C:18]([C:30]2[C:34]3[CH:35]=[CH:36][C:37]([O:39][CH3:40])=[CH:38][C:33]=3[O:32][N:31]=2)=[C:17]1[CH3:41].[OH-].[Na+], predict the reaction product. The product is: [Cl:1][C:2]1[CH:14]=[CH:13][C:5]([O:6][C@H:7]([CH3:12])[C:8]([OH:10])=[O:9])=[CH:4][C:3]=1[CH2:15][N:16]1[C:24]2[C:19](=[CH:20][CH:21]=[C:22]([O:25][C:26]([F:28])([F:27])[F:29])[CH:23]=2)[C:18]([C:30]2[C:34]3[CH:35]=[CH:36][C:37]([O:39][CH3:40])=[CH:38][C:33]=3[O:32][N:31]=2)=[C:17]1[CH3:41]. (2) Given the reactants [CH3:1][C:2]1[CH:22]=[C:21]([CH3:23])[CH:20]=[C:19]([CH3:24])[C:3]=1[O:4][C:5]1[C:10]([NH2:11])=[C:9]([NH:12][CH:13]([CH2:16][CH3:17])[CH2:14][CH3:15])[CH:8]=[C:7]([CH3:18])[N:6]=1.[C:25](OC(=O)C)(=[O:27])[CH3:26].C(N(CC)CC)C, predict the reaction product. The product is: [CH2:14]([CH:13]([NH:12][C:9]1[CH:8]=[C:7]([CH3:18])[N:6]=[C:5]([O:4][C:3]2[C:19]([CH3:24])=[CH:20][C:21]([CH3:23])=[CH:22][C:2]=2[CH3:1])[C:10]=1[NH:11][C:25](=[O:27])[CH3:26])[CH2:16][CH3:17])[CH3:15]. (3) Given the reactants [NH2:1][C:2]1[CH:7]=[C:6]([C:8]([F:11])([F:10])[F:9])[CH:5]=[CH:4][C:3]=1[NH:12][C:13]1[CH:27]=[CH:26][C:16]([CH2:17][NH:18][C:19](=[O:25])[O:20][C:21]([CH3:24])([CH3:23])[CH3:22])=[CH:15][CH:14]=1.[Cl:28][C:29]1[CH:30]=[C:31]2[C:36](=[O:37])[O:35][C:33](=[O:34])[C:32]2=[CH:38][C:39]=1[Cl:40], predict the reaction product. The product is: [C:21]([O:20][C:19]([NH:18][CH2:17][C:16]1[CH:26]=[CH:27][C:13]([NH:12][C:3]2[CH:4]=[CH:5][C:6]([C:8]([F:11])([F:10])[F:9])=[CH:7][C:2]=2[NH:1][C:33]([C:32]2[CH:38]=[C:39]([Cl:40])[C:29]([Cl:28])=[CH:30][C:31]=2[C:36]([OH:37])=[O:35])=[O:34])=[CH:14][CH:15]=1)=[O:25])([CH3:23])([CH3:24])[CH3:22]. (4) Given the reactants C(O[C:6]([N:8]1[CH2:13][CH2:12][CH2:11][C@H:10]([N:14]([C:19]2[CH:24]=[CH:23][CH:22]=[CH:21][CH:20]=2)[C:15](=[O:18])[CH2:16][CH3:17])[CH2:9]1)=O)(C)(C)C.C([O-])([O-])=O.[K+].[K+].O.BrC[CH2:34][C:35]1[CH:40]=[CH:39][CH:38]=[CH:37][CH:36]=1, predict the reaction product. The product is: [CH2:6]([N:8]1[CH2:13][CH2:12][CH2:11][C@H:10]([N:14]([C:19]2[CH:20]=[CH:21][CH:22]=[CH:23][CH:24]=2)[C:15](=[O:18])[CH2:16][CH3:17])[CH2:9]1)[CH2:34][C:35]1[CH:40]=[CH:39][CH:38]=[CH:37][CH:36]=1. (5) Given the reactants Cl.[NH2:2][C:3]1[CH:8]=[CH:7][CH:6]=[CH:5][C:4]=1[C:9]1[C:10]([C:22]#[N:23])=[N:11][N:12]([CH2:19][CH2:20][CH3:21])[C:13]=1[CH2:14][CH2:15][CH2:16][CH2:17][Cl:18], predict the reaction product. The product is: [Cl:18][CH2:17][CH2:16][CH2:15][CH2:14][C:13]1[N:12]([CH2:19][CH2:20][CH3:21])[N:11]=[C:10]2[C:9]=1[C:4]1[CH:5]=[CH:6][CH:7]=[CH:8][C:3]=1[N:2]=[C:22]2[NH2:23]. (6) Given the reactants C(N(CC)CC)C.F[C:9]1[CH:17]=[CH:16][C:15]([CH2:18][C:19]2[C:28]3[C:23](=[CH:24][CH:25]=[CH:26][CH:27]=3)[C:22](=[O:29])[NH:21][N:20]=2)=[CH:14][C:10]=1[C:11]([OH:13])=O.Cl.[CH:31]1([O:36][CH:37]2[CH2:42][CH2:41][NH:40][CH2:39][CH2:38]2)[CH2:35][CH2:34][CH2:33][CH2:32]1.F[P-](F)(F)(F)(F)F.N1(OC(N(C)C)=[N+](C)C)C2C=CC=CC=2N=N1, predict the reaction product. The product is: [CH:31]1([O:36][CH:37]2[CH2:42][CH2:41][N:40]([C:11]([C:10]3[CH:14]=[C:15]([CH:16]=[CH:17][CH:9]=3)[CH2:18][C:19]3[C:28]4[C:23](=[CH:24][CH:25]=[CH:26][CH:27]=4)[C:22](=[O:29])[NH:21][N:20]=3)=[O:13])[CH2:39][CH2:38]2)[CH2:35][CH2:34][CH2:33][CH2:32]1. (7) Given the reactants Br[C:2]1[CH:3]=[N:4][CH:5]=[C:6]([Br:8])[CH:7]=1.[NH:9]1[CH2:13][CH2:12][C@H:11]2[CH2:14][N:15]([C:17]([O:19][C:20]([CH3:23])([CH3:22])[CH3:21])=[O:18])[CH2:16][C@@H:10]12, predict the reaction product. The product is: [Br:8][C:6]1[CH:7]=[C:2]([N:9]2[CH2:13][CH2:12][C@H:11]3[CH2:14][N:15]([C:17]([O:19][C:20]([CH3:23])([CH3:22])[CH3:21])=[O:18])[CH2:16][C@@H:10]23)[CH:3]=[N:4][CH:5]=1.